Dataset: Full USPTO retrosynthesis dataset with 1.9M reactions from patents (1976-2016). Task: Predict the reactants needed to synthesize the given product. Given the product [Br:1][C:2]1[CH:3]=[CH:4][C:5]2[S:9](=[O:10])(=[O:11])[N:8]([CH2:15][CH2:16][OH:17])[CH:7]([CH3:12])[C:6]=2[CH:13]=1, predict the reactants needed to synthesize it. The reactants are: [Br:1][C:2]1[CH:3]=[CH:4][C:5]2[S:9](=[O:11])(=[O:10])[NH:8][CH:7]([CH3:12])[C:6]=2[CH:13]=1.Br[CH2:15][CH2:16][OH:17].C([O-])([O-])=O.[K+].[K+].N#N.